Dataset: NCI-60 drug combinations with 297,098 pairs across 59 cell lines. Task: Regression. Given two drug SMILES strings and cell line genomic features, predict the synergy score measuring deviation from expected non-interaction effect. (1) Drug 1: C1=NNC2=C1C(=O)NC=N2. Drug 2: CC12CCC3C(C1CCC2OP(=O)(O)O)CCC4=C3C=CC(=C4)OC(=O)N(CCCl)CCCl.[Na+]. Cell line: MOLT-4. Synergy scores: CSS=7.12, Synergy_ZIP=-3.34, Synergy_Bliss=0.316, Synergy_Loewe=1.05, Synergy_HSA=1.35. (2) Drug 1: CC1=C2C(C(=O)C3(C(CC4C(C3C(C(C2(C)C)(CC1OC(=O)C(C(C5=CC=CC=C5)NC(=O)C6=CC=CC=C6)O)O)OC(=O)C7=CC=CC=C7)(CO4)OC(=O)C)O)C)OC(=O)C. Drug 2: C(=O)(N)NO. Cell line: SNB-19. Synergy scores: CSS=31.9, Synergy_ZIP=-2.48, Synergy_Bliss=-0.518, Synergy_Loewe=-38.3, Synergy_HSA=0.586. (3) Drug 1: CC12CCC3C(C1CCC2=O)CC(=C)C4=CC(=O)C=CC34C. Drug 2: CN(CCCl)CCCl.Cl. Cell line: SNB-75. Synergy scores: CSS=22.0, Synergy_ZIP=-8.29, Synergy_Bliss=-1.70, Synergy_Loewe=-1.03, Synergy_HSA=-1.77. (4) Drug 1: B(C(CC(C)C)NC(=O)C(CC1=CC=CC=C1)NC(=O)C2=NC=CN=C2)(O)O. Drug 2: CC1C(C(CC(O1)OC2CC(CC3=C2C(=C4C(=C3O)C(=O)C5=CC=CC=C5C4=O)O)(C(=O)C)O)N)O. Cell line: ACHN. Synergy scores: CSS=51.6, Synergy_ZIP=-4.89, Synergy_Bliss=-6.79, Synergy_Loewe=-3.29, Synergy_HSA=-1.16. (5) Drug 1: CCCCCOC(=O)NC1=NC(=O)N(C=C1F)C2C(C(C(O2)C)O)O. Drug 2: CC1=C(N=C(N=C1N)C(CC(=O)N)NCC(C(=O)N)N)C(=O)NC(C(C2=CN=CN2)OC3C(C(C(C(O3)CO)O)O)OC4C(C(C(C(O4)CO)O)OC(=O)N)O)C(=O)NC(C)C(C(C)C(=O)NC(C(C)O)C(=O)NCCC5=NC(=CS5)C6=NC(=CS6)C(=O)NCCC[S+](C)C)O. Cell line: HS 578T. Synergy scores: CSS=21.6, Synergy_ZIP=-0.886, Synergy_Bliss=-0.929, Synergy_Loewe=-13.0, Synergy_HSA=-0.330.